This data is from Peptide-MHC class I binding affinity with 185,985 pairs from IEDB/IMGT. The task is: Regression. Given a peptide amino acid sequence and an MHC pseudo amino acid sequence, predict their binding affinity value. This is MHC class I binding data. (1) The peptide sequence is LSIKNDLNSI. The MHC is H-2-Db with pseudo-sequence H-2-Db. The binding affinity (normalized) is 0.579. (2) The peptide sequence is LAYARGQAM. The MHC is HLA-B39:01 with pseudo-sequence HLA-B39:01. The binding affinity (normalized) is 0.213. (3) The peptide sequence is KELVFKFGL. The MHC is H-2-Kk with pseudo-sequence H-2-Kk. The binding affinity (normalized) is 0.343. (4) The peptide sequence is LYNSTFFSTF. The MHC is Patr-A0701 with pseudo-sequence Patr-A0701. The binding affinity (normalized) is 0.210. (5) The peptide sequence is FMLNVSYL. The MHC is H-2-Kb with pseudo-sequence H-2-Kb. The binding affinity (normalized) is 0.753. (6) The peptide sequence is SLREWLLRI. The MHC is HLA-B57:01 with pseudo-sequence HLA-B57:01. The binding affinity (normalized) is 0.374. (7) The peptide sequence is STSNVITDQT. The MHC is HLA-A02:02 with pseudo-sequence HLA-A02:02. The binding affinity (normalized) is 0. (8) The peptide sequence is NDDVDQSLII. The MHC is Mamu-A11 with pseudo-sequence Mamu-A11. The binding affinity (normalized) is 0.0785. (9) The MHC is HLA-A03:01 with pseudo-sequence HLA-A03:01. The binding affinity (normalized) is 0.807. The peptide sequence is AISAVYFKAK.